Dataset: Peptide-MHC class II binding affinity with 134,281 pairs from IEDB. Task: Regression. Given a peptide amino acid sequence and an MHC pseudo amino acid sequence, predict their binding affinity value. This is MHC class II binding data. (1) The peptide sequence is VPPADKYKTFEAAFT. The MHC is DRB3_0101 with pseudo-sequence DRB3_0101. The binding affinity (normalized) is 0.289. (2) The peptide sequence is GELQIVDKIDAEFKI. The MHC is DRB3_0202 with pseudo-sequence DRB3_0202. The binding affinity (normalized) is 0. (3) The peptide sequence is IPKEQKYSFLQNPQT. The MHC is DRB1_0802 with pseudo-sequence DRB1_0802. The binding affinity (normalized) is 0.121. (4) The peptide sequence is DKKFPGGGQIVGGVY. The MHC is HLA-DQA10501-DQB10301 with pseudo-sequence HLA-DQA10501-DQB10301. The binding affinity (normalized) is 0.686. (5) The peptide sequence is FGQNTSAIAAAEAQY. The MHC is HLA-DPA10103-DPB10301 with pseudo-sequence HLA-DPA10103-DPB10301. The binding affinity (normalized) is 0.180. (6) The peptide sequence is GELQIVDKKDAAFKI. The MHC is DRB1_0701 with pseudo-sequence DRB1_0701. The binding affinity (normalized) is 0.420. (7) The peptide sequence is GVLYVGSKTKEGVVH. The MHC is HLA-DQA10501-DQB10301 with pseudo-sequence HLA-DQA10501-DQB10301. The binding affinity (normalized) is 0.534. (8) The peptide sequence is MFFSTMKRPSREKQD. The MHC is HLA-DPA10201-DPB10101 with pseudo-sequence HLA-DPA10201-DPB10101. The binding affinity (normalized) is 0.354. (9) The peptide sequence is ESEKEVQSLLTGLWP. The MHC is DRB1_0101 with pseudo-sequence DRB1_0101. The binding affinity (normalized) is 0.0304.